This data is from Catalyst prediction with 721,799 reactions and 888 catalyst types from USPTO. The task is: Predict which catalyst facilitates the given reaction. Reactant: [F:1][C:2]1[CH:17]=[CH:16][CH:15]=[C:14]([C:18]([F:21])([F:20])[F:19])[C:3]=1[CH2:4][N:5]1[C:10]([CH3:11])=[CH:9][C:8](=[O:12])[NH:7][C:6]1=[O:13].[I:22]Cl. Product: [F:1][C:2]1[CH:17]=[CH:16][CH:15]=[C:14]([C:18]([F:21])([F:19])[F:20])[C:3]=1[CH2:4][N:5]1[C:10]([CH3:11])=[C:9]([I:22])[C:8](=[O:12])[NH:7][C:6]1=[O:13]. The catalyst class is: 5.